This data is from Reaction yield outcomes from USPTO patents with 853,638 reactions. The task is: Predict the reaction yield, written as a fraction of the theoretical maximum amount of product (1.0 means a 100% yield; for example, 0.34 means a 34% yield). (1) The reactants are [CH2:1]([O:3][CH:4]([O:7][CH2:8][CH3:9])[CH2:5]Cl)[CH3:2].[C:10]([O-:18])(=[O:17])[C:11]1[CH:16]=[CH:15][CH:14]=[CH:13][CH:12]=1.[K+].[Br-].[K+].CN(C=O)C. The catalyst is C(OCC)(=O)C.O. The product is [CH2:1]([O:3][CH:4]([O:7][CH2:8][CH3:9])[CH2:5][O:18][C:10](=[O:17])[C:11]1[CH:16]=[CH:15][CH:14]=[CH:13][CH:12]=1)[CH3:2]. The yield is 0.310. (2) The reactants are [N:1]1[CH:6]=[CH:5][CH:4]=[C:3]([N:7]2[CH2:14][CH:13]3[CH2:15][CH:9]([CH2:10][NH:11][CH2:12]3)[CH2:8]2)[CH:2]=1.[C:16]([O:20][C:21]([N:23]1[CH2:28][CH2:27][C:26](=O)[CH2:25][CH2:24]1)=[O:22])([CH3:19])([CH3:18])[CH3:17].C(O[BH-](OC(=O)C)OC(=O)C)(=O)C.[Na+].[OH-].[NH4+].[Cl-].[Na+]. The catalyst is C(N(CC)CC)C.ClCCCl.CN(C)C=O. The product is [N:1]1[CH:6]=[CH:5][CH:4]=[C:3]([N:7]2[CH2:8][CH:9]3[CH2:15][CH:13]([CH2:12][N:11]([CH:26]4[CH2:27][CH2:28][N:23]([C:21]([O:20][C:16]([CH3:19])([CH3:18])[CH3:17])=[O:22])[CH2:24][CH2:25]4)[CH2:10]3)[CH2:14]2)[CH:2]=1. The yield is 0.300. (3) The catalyst is [Cl-].[Na+].O. The product is [C:29]([C:23]1[CH:24]=[C:25]([NH:47][C:61]([O:53][CH2:52][C:51]([Cl:55])([Cl:54])[Cl:50])=[O:56])[N:21]([C:16]2[CH:17]=[C:18]3[C:13](=[CH:14][CH:15]=2)[CH2:12][N:11]([C:9]([O:8][CH2:1][C:2]2[CH:3]=[CH:4][CH:5]=[CH:6][CH:7]=2)=[O:10])[CH2:20][CH2:19]3)[N:22]=1)([CH3:32])([CH3:30])[CH3:31]. The yield is 0.610. The reactants are [CH2:1]([O:8][C:9]([N:11]1[CH2:20][CH2:19][C:18]2[C:13](=[CH:14][CH:15]=[C:16]([N:21]3[C:25](C(O)=O)=[CH:24][C:23]([C:29]([CH3:32])([CH3:31])[CH3:30])=[N:22]3)[CH:17]=2)[CH2:12]1)=[O:10])[C:2]1[CH:7]=[CH:6][CH:5]=[CH:4][CH:3]=1.C1C=CC(P([N:47]=[N+]=[N-])(C2C=CC=CC=2)=O)=CC=1.[Cl:50][C:51]([Cl:55])([Cl:54])[CH2:52][OH:53].[O:56]1[CH2:61]COCC1. (4) The reactants are Cl.[OH:2][CH2:3][C:4]1[N:5]=[CH:6][NH:7][CH:8]=1.O[N:10]1[C:14](=[O:15])[C:13]2=[CH:16][CH:17]=[CH:18][CH:19]=[C:12]2[C:11]1=[O:20].C1(P(C2C=CC=CC=2)C2C=CC=CC=2)C=CC=CC=1.N(C(OCC)=O)=NC(OCC)=O. The catalyst is C1COCC1. The product is [NH:7]1[CH:8]=[C:4]([CH2:3][O:2][N:10]2[C:14](=[O:15])[C:13]3[C:12](=[CH:19][CH:18]=[CH:17][CH:16]=3)[C:11]2=[O:20])[N:5]=[CH:6]1. The yield is 0.220.